This data is from Forward reaction prediction with 1.9M reactions from USPTO patents (1976-2016). The task is: Predict the product of the given reaction. (1) Given the reactants [Cl:1][C:2]1[N:7]=[C:6](Cl)[C:5]([N+:9]([O-:11])=[O:10])=[C:4]([O:12][CH3:13])[N:3]=1.[Cl:14][C:15]1[CH:21]=[C:20]([O:22][CH3:23])[C:19]([O:24][CH2:25][C:26]2[C:31]([O:32][CH3:33])=[CH:30][CH:29]=[C:28]([F:34])[C:27]=2[F:35])=[CH:18][C:16]=1[NH2:17].C(N(CC)C(C)C)(C)C.C(OCC)(=O)C, predict the reaction product. The product is: [Cl:14][C:15]1[CH:21]=[C:20]([O:22][CH3:23])[C:19]([O:24][CH2:25][C:26]2[C:31]([O:32][CH3:33])=[CH:30][CH:29]=[C:28]([F:34])[C:27]=2[F:35])=[CH:18][C:16]=1[NH:17][C:6]1[C:5]([N+:9]([O-:11])=[O:10])=[C:4]([O:12][CH3:13])[N:3]=[C:2]([Cl:1])[N:7]=1. (2) Given the reactants [Cl:1][C:2]1[CH:3]=[C:4]([CH:9](O)[CH3:10])[CH:5]=[N:6][C:7]=1[Cl:8].C1(C)C=CC(S(O)(=O)=O)=CC=1, predict the reaction product. The product is: [Cl:8][C:7]1[C:2]([Cl:1])=[CH:3][C:4]([CH:9]=[CH2:10])=[CH:5][N:6]=1. (3) Given the reactants [NH2:1][C:2]1[C:3]([C:13]([OH:15])=O)=[N:4][C:5]([Br:12])=[C:6]([C:8]([F:11])([F:10])[F:9])[N:7]=1.[NH2:16][C:17]1[C:25]2[C:20](=[N:21][CH:22]=[CH:23][CH:24]=2)[NH:19][N:18]=1.CN(C(ON1N=NC2C=CC=NC1=2)=[N+](C)C)C.F[P-](F)(F)(F)(F)F.CN1CCOCC1, predict the reaction product. The product is: [NH2:1][C:2]1[C:3]([C:13]([NH:16][C:17]2[C:25]3[C:20](=[N:21][CH:22]=[CH:23][CH:24]=3)[NH:19][N:18]=2)=[O:15])=[N:4][C:5]([Br:12])=[C:6]([C:8]([F:9])([F:10])[F:11])[N:7]=1. (4) Given the reactants [CH:1]1([C:5]2[N:9]3[CH:10]=[CH:11][N:12]=[C:13]([NH2:14])[C:8]3=[C:7](I)[N:6]=2)[CH2:4][CH2:3][CH2:2]1.[N:16]1[CH:21]=[CH:20][CH:19]=[CH:18][C:17]=1[C:22]1[CH:31]=[CH:30][C:29]2[C:24](=[CH:25][C:26](B3OC(C)(C)C(C)(C)C3)=[CH:27][CH:28]=2)[N:23]=1.C([O-])([O-])=O.[Na+].[Na+].O, predict the reaction product. The product is: [CH:1]1([C:5]2[N:9]3[CH:10]=[CH:11][N:12]=[C:13]([NH2:14])[C:8]3=[C:7]([C:26]3[CH:25]=[C:24]4[C:29]([CH:30]=[CH:31][C:22]([C:17]5[CH:18]=[CH:19][CH:20]=[CH:21][N:16]=5)=[N:23]4)=[CH:28][CH:27]=3)[N:6]=2)[CH2:4][CH2:3][CH2:2]1. (5) Given the reactants [O:1]1[C:9]2[C:4](=[N:5][CH:6]=[CH:7][CH:8]=2)[O:3][CH:2]1[CH2:10][OH:11].C(N(CC)CC)C.[CH3:19][S:20](Cl)(=[O:22])=[O:21], predict the reaction product. The product is: [CH3:19][S:20]([O:11][CH2:10][CH:2]1[O:3][C:4]2=[N:5][CH:6]=[CH:7][CH:8]=[C:9]2[O:1]1)(=[O:22])=[O:21]. (6) Given the reactants [F:1][C:2]([F:17])([F:16])[C:3]([NH:5][C:6]1[N:7]=[C:8]2[CH:13]=[CH:12][C:11]([F:14])=[CH:10][N:9]2[CH:15]=1)=[O:4].[I:18]N1C(=O)CCC1=O.O, predict the reaction product. The product is: [F:17][C:2]([F:16])([F:1])[C:3]([NH:5][C:6]1[N:7]=[C:8]2[CH:13]=[CH:12][C:11]([F:14])=[CH:10][N:9]2[C:15]=1[I:18])=[O:4]. (7) Given the reactants [CH3:1][O:2][C:3](=[O:25])[C:4]1[CH:9]=[CH:8][CH:7]=[CH:6][C:5]=1[NH:10][C:11]1[N:15]([C:16]2[CH:21]=[C:20]([F:22])[CH:19]=[CH:18][C:17]=2[F:23])[N:14]=[C:13]([CH3:24])[CH:12]=1.[Br:26]N1C(C)(C)C(=O)N(Br)C1=O, predict the reaction product. The product is: [CH3:1][O:2][C:3](=[O:25])[C:4]1[CH:9]=[CH:8][CH:7]=[CH:6][C:5]=1[NH:10][C:11]1[N:15]([C:16]2[CH:21]=[C:20]([F:22])[CH:19]=[CH:18][C:17]=2[F:23])[N:14]=[C:13]([CH3:24])[C:12]=1[Br:26]. (8) Given the reactants C(N(CC)CC)C.CS(O)(=O)=O.[C:13]1(=O)[O:18][C:16](=[O:17])[CH:15]=[CH:14]1.[NH2:20][C:21]1[CH:29]=[CH:28][C:24]([C:25]([OH:27])=[O:26])=[CH:23][CH:22]=1, predict the reaction product. The product is: [C:13]1(=[O:18])[N:20]([C:21]2[CH:29]=[CH:28][C:24]([C:25]([OH:27])=[O:26])=[CH:23][CH:22]=2)[C:16](=[O:17])[CH:15]=[CH:14]1.